The task is: Predict the reactants needed to synthesize the given product.. This data is from Full USPTO retrosynthesis dataset with 1.9M reactions from patents (1976-2016). Given the product [NH2:8][C:7]1[CH:9]=[CH:10][C:4]([NH:1][C:18](=[O:21])[CH:19]=[CH2:20])=[CH:5][CH:6]=1, predict the reactants needed to synthesize it. The reactants are: [N+:1]([C:4]1[CH:10]=[CH:9][C:7]([NH2:8])=[CH:6][CH:5]=1)([O-])=O.C(N(CC)CC)C.[C:18](Cl)(=[O:21])[CH:19]=[CH2:20].[Cl-].[NH4+].